Dataset: Forward reaction prediction with 1.9M reactions from USPTO patents (1976-2016). Task: Predict the product of the given reaction. (1) Given the reactants [CH3:1][O:2][C:3]([C:5]1[S:6][C:7]([C:11]#[C:12][C:13]([CH3:16])([CH3:15])[CH3:14])=[CH:8][C:9]=1Br)=[O:4].[NH2:17][C@H:18]1[CH2:22][CH2:21][N:20]([CH2:23][CH2:24][O:25][CH3:26])[C:19]1=[O:27].C([O-])([O-])=O.[Cs+].[Cs+], predict the reaction product. The product is: [CH3:14][C:13]([CH3:16])([CH3:15])[C:12]#[C:11][C:7]1[S:6][C:5]([C:3]([O:2][CH3:1])=[O:4])=[C:9]([NH:17][C@H:18]2[CH2:22][CH2:21][N:20]([CH2:23][CH2:24][O:25][CH3:26])[C:19]2=[O:27])[CH:8]=1. (2) Given the reactants [CH2:1]([O:8][C:9]1[CH:18]=[CH:17][CH:16]=[C:15]2[C:10]=1[CH2:11][CH2:12][CH2:13][CH:14]2[C:19](O)=[O:20])[C:2]1[CH:7]=[CH:6][CH:5]=[CH:4][CH:3]=1.[CH2:22]([O:29][C:30]1[CH:35]=[CH:34][C:33]([CH2:36][NH:37][C:38]2[CH:43]=[CH:42][C:41]([CH:44]([CH3:46])[CH3:45])=[CH:40][CH:39]=2)=[CH:32][CH:31]=1)[C:23]1[CH:28]=[CH:27][CH:26]=[CH:25][CH:24]=1, predict the reaction product. The product is: [CH2:1]([O:8][C:9]1[CH:18]=[CH:17][CH:16]=[C:15]2[C:10]=1[CH2:11][CH2:12][CH2:13][CH:14]2[C:19]([N:37]([CH2:36][C:33]1[CH:34]=[CH:35][C:30]([O:29][CH2:22][C:23]2[CH:24]=[CH:25][CH:26]=[CH:27][CH:28]=2)=[CH:31][CH:32]=1)[C:38]1[CH:43]=[CH:42][C:41]([CH:44]([CH3:46])[CH3:45])=[CH:40][CH:39]=1)=[O:20])[C:2]1[CH:3]=[CH:4][CH:5]=[CH:6][CH:7]=1. (3) Given the reactants Br[C:2]1[CH:7]=[CH:6][N:5]2[C:8]([C:11]([NH:13][C:14]3[CH:22]=[CH:21][CH:20]=[C:19]4[C:15]=3[C:16]([CH3:31])=[N:17][N:18]4[CH2:23][C:24]3[CH:29]=[CH:28][CH:27]=[C:26]([CH3:30])[N:25]=3)=[O:12])=[CH:9][N:10]=[C:4]2[CH:3]=1.[CH3:32][N:33]1[CH:38]=[C:37](B2OC(C)(C)C(C)(C)O2)[CH:36]=[CH:35][C:34]1=[O:48].C(=O)([O-])[O-].[Na+].[Na+], predict the reaction product. The product is: [CH3:31][C:16]1[C:15]2[C:19](=[CH:20][CH:21]=[CH:22][C:14]=2[NH:13][C:11]([C:8]2[N:5]3[CH:6]=[CH:7][C:2]([C:37]4[CH:36]=[CH:35][C:34](=[O:48])[N:33]([CH3:32])[CH:38]=4)=[CH:3][C:4]3=[N:10][CH:9]=2)=[O:12])[N:18]([CH2:23][C:24]2[CH:29]=[CH:28][CH:27]=[C:26]([CH3:30])[N:25]=2)[N:17]=1.